This data is from Forward reaction prediction with 1.9M reactions from USPTO patents (1976-2016). The task is: Predict the product of the given reaction. (1) Given the reactants [Cl:1][C:2]1[C:3]([O:10][CH3:11])=[C:4]([F:9])[CH:5]=[CH:6][C:7]=1[CH3:8].[Br:12]Br.[OH-].[K+].C([O-])([O-])=O.[K+].[K+].[O-]S([O-])(=S)=O.[Na+].[Na+], predict the reaction product. The product is: [Br:12][C:6]1[CH:5]=[C:4]([F:9])[C:3]([O:10][CH3:11])=[C:2]([Cl:1])[C:7]=1[CH3:8]. (2) Given the reactants [OH:1][C:2]1[C:11]([OH:12])=[CH:10][CH:9]=[CH:8][C:3]=1[C:4]([O:6][CH3:7])=[O:5].[CH3:13][O:14][CH2:15][CH2:16]Br.C(=O)([O-])[O-].[K+].[K+].[C:24]([O:27][CH2:28]C)(=O)[CH3:25], predict the reaction product. The product is: [CH3:13][O:14][CH2:15][CH2:16][O:1][C:2]1[C:11]([O:12][CH2:25][CH2:24][O:27][CH3:28])=[CH:10][CH:9]=[CH:8][C:3]=1[C:4]([O:6][CH3:7])=[O:5]. (3) The product is: [CH2:17]([O:16][C:12](=[O:15])[CH2:13][CH2:14][N:1]1[CH2:11][CH2:10][CH2:9][CH:3]([C:4]([O:6][CH2:7][CH3:8])=[O:5])[CH2:2]1)[CH3:18]. Given the reactants [NH:1]1[CH2:11][CH2:10][CH2:9][CH:3]([C:4]([O:6][CH2:7][CH3:8])=[O:5])[CH2:2]1.[C:12]([O:16][CH2:17][CH3:18])(=[O:15])[CH:13]=[CH2:14], predict the reaction product.